Task: Predict the product of the given reaction.. Dataset: Forward reaction prediction with 1.9M reactions from USPTO patents (1976-2016) (1) Given the reactants [CH3:1][O:2][C:3]1[CH:8]=[CH:7][C:6]([OH:9])=[CH:5][N:4]=1.[CH3:10][O:11][C:12]1[CH:19]=[CH:18][C:15]([CH2:16]O)=[CH:14][CH:13]=1.C1C=CC(P(C2C=CC=CC=2)C2C=CC=CC=2)=CC=1.CCOC(/N=N/C(OCC)=O)=O, predict the reaction product. The product is: [CH3:1][O:2][C:3]1[CH:8]=[CH:7][C:6]([O:9][CH2:16][C:15]2[CH:18]=[CH:19][C:12]([O:11][CH3:10])=[CH:13][CH:14]=2)=[CH:5][N:4]=1. (2) Given the reactants Br[C:2]1[C:3]([CH2:8][CH:9]2[C:17]3[C:12](=[CH:13][CH:14]=[CH:15][CH:16]=3)[C:11]3([C:29]4[C:20](=[CH:21][C:22]5[O:27][CH2:26][CH2:25][O:24][C:23]=5[CH:28]=4)[O:19][CH2:18]3)[C:10]2=[O:30])=[N:4][CH:5]=[CH:6][CH:7]=1.[C-:31]#[N:32].[Na+].O, predict the reaction product. The product is: [O:30]=[C:10]1[CH:9]([CH2:8][C:3]2[C:2]([C:31]#[N:32])=[CH:7][CH:6]=[CH:5][N:4]=2)[C:17]2[C:12](=[CH:13][CH:14]=[CH:15][CH:16]=2)[C:11]21[C:29]1[C:20](=[CH:21][C:22]3[O:27][CH2:26][CH2:25][O:24][C:23]=3[CH:28]=1)[O:19][CH2:18]2. (3) Given the reactants [CH3:1][NH:2][S:3]([C:6]1[CH:7]=[C:8]([O:12][C:13]2[CH:18]=[CH:17][C:16]([N+:19]([O-])=O)=[CH:15][CH:14]=2)[CH:9]=[CH:10][CH:11]=1)(=[O:5])=[O:4], predict the reaction product. The product is: [CH3:1][NH:2][S:3]([C:6]1[CH:7]=[C:8]([O:12][C:13]2[CH:18]=[CH:17][C:16]([NH2:19])=[CH:15][CH:14]=2)[CH:9]=[CH:10][CH:11]=1)(=[O:4])=[O:5].